Dataset: Experimentally validated miRNA-target interactions with 360,000+ pairs, plus equal number of negative samples. Task: Binary Classification. Given a miRNA mature sequence and a target amino acid sequence, predict their likelihood of interaction. (1) The miRNA is hsa-miR-6786-3p with sequence UGACGCCCCUUCUGAUUCUGCCU. The protein sequence of the target gene is MYSQQFGTVPREFKGPTPKAVIIRAKPPKAQRAEQHLKRIQRSYHKYHTTLASIKSNEENRLKCDWIQRNNHKTFDSLVQARVQDAMQGFVINTEERRNKLRELLASEENEYFSEMQLKGETIEEKKDKMRERTKLLREKKEKERQEFVAEKLDQQFRERCEELRTKLASIHEKKVVEERNAQIEFNKELKRQKLVEEHLFARLWEEDRLAKERREAQEEKRQRELVQNTRLGLDAQVTSIQAQRQGARRMKEEEARILEQNKAQIKREDEQEKLQKQKRRQETRSSLKKAVQDKIESMQ.... Result: 0 (no interaction). (2) The miRNA is hsa-miR-301a-5p with sequence GCUCUGACUUUAUUGCACUACU. The protein sequence of the target gene is MEPKRLEIPGSVLDDLCSRFILHIPSEERDNAIRVCFQIELAHWFYLDFYMQNTPGLPQCGIRDFAKAVFSHCPFLLPQGEDVEKILDEWKEYKMGVPTYGAIILDETLENVLLVQGYLAKSGWGFPKGKVNKEEAPHDCAAREVFEETGFDIKDYICKDDYIELRINDQLARLYIIPGVPKDTKFNPKTRREIRNIEWFSIEKLPCHRNDMTPKSKLGLAPNKFFMAIPFIRPLRDWLSRRFGDSSDSDNGFSSAGSTPARPTVEKLSRTKFRHSQQLFPEGSPSDQWVKHRQPLQQKS.... Result: 0 (no interaction). (3) The miRNA is hsa-miR-8065 with sequence UGUAGGAACAGUUGAAUUUUGGCU. The protein sequence of the target gene is MQRNAMYLKNVAETACNFQLTQYQISHANQKPYECQICGKPFRKRAHLTQHNRIHTGGKPYECKECGKVFICCSTLIQHKRTHTSEKPYECLECRKTFRRSAHLIRHQRIHTGEKPYKCKQCWKAFASVSDLIDIGKFTLMRDFTNVQNVGRHLTIAQLLFSIREFTLVRSPLNVRNVAKHSIIAQHLLNTRELILMRNLMNVRNVKRLLGKVHILLNIKEFILVRNHMSVSNVGRLSLVFLILIDIREFTLVKNPMNVKNVVELLTIVQLLFNTREFTLVRRLMNISSVGRFLSPVQHL.... Result: 1 (interaction). (4) The miRNA is mmu-miR-7078-3p with sequence UACUUUUUUUAUCAUCCACAG. The protein sequence of the target gene is MFNPMTPPQVNSYSEPCCLRPLHSQGVPSMGTEGLSGLPFCHQANFMSGSQGYGAARETSSCTEGSLFPPPPPPRSSVKLTKKRALSISPLSDASLDLQTVIRTSPSSLVAFINSRCTSPGGSYGHLSIGTMSPSLGFPPQMSHQKGTSPPYGVQPCVPHDSTRGSMMLHPQSRGPRATCQLKSELDMMVGKCPEDPLEGDMSSPNSTGTQDHLLGMLDGREDLEREEKPEPESVYETDCRWDGCSQEFDSQEQLVHHINSEHIHGERKEFVCHWGGCSRELRPFKAQYMLVVHMRRHTG.... Result: 0 (no interaction). (5) The miRNA is mmu-miR-7053-3p with sequence CUCCUGUGUCUCCUUCCCCAG. Result: 0 (no interaction). The protein sequence of the target gene is MAHKYVGLQYHGSVTFEDVAIAFSQQEWESLDSSQRGLYRDVMLENYRNLVSMGHSRSKPHVIALLEQWKEPEVTVRKDGRRWCTDLQLEDDTIGCKEMPTSENCPSFALHQKISRQKPRECQEYGKTLCQDSKPVQHERIHSSEKPNRCKECGKNFSNGHQLTIHQRLHVGEKPYKYEKCGKAFISGSAFVKHGRIHTGEKPLKCKQCGKTISGSYQLTVHKSIHTGKKPYECGECGKAFLVYGKLTRHQSTHTGEKPFGCEECGKAFSTFSYLVQHQRIHTSEKPYECKECGKAFSTS.... (6) The miRNA is hsa-miR-300 with sequence UAUACAAGGGCAGACUCUCUCU. The protein sequence of the target gene is MAAIAASEVLVDSAEEGSLAAAAELAAQKREQRLRKFRELHLMRNEARKLNHQEVVEEDKRLKLPANWEAKKARLEWELKEEEKKKECAARGEDYEKVKLLEISAEDAERWERKKKRKNPDLGFSDYAAAQLRQYHRLTKQIKPDMETYERLREKHGEEFFPTSNSLLHGTHVPSTEEIDRMVIDLEKQIEKRDKYSRRRPYNDDADIDYINERNAKFNKKAERFYGKYTAEIKQNLERGTAV. Result: 1 (interaction). (7) The miRNA is hsa-miR-142-3p with sequence UGUAGUGUUUCCUACUUUAUGGA. The protein sequence of the target gene is MGNSHCVPQAPRRLRASFSRKPSLKGNREDSARMSAGLPGPEAARSGDAAANKLFHYIPGTDILDLENQRENLEQPFLSVFKKGRRRVPVRNLGKVVHYAKVQLRFQHSQDVSDCYLELFPAHLYFQAHGSEGLTFQGLLPLTELSVCPLEGSREHAFQITGPLPAPLLVLCPSRAELDRWLYHLEKQTALLGGPRRCHSAPPQRRLTRLRTASGHEPGGSAVCASRVKLQHLPAQEQWDRLLVLYPTSLAIFSEELDGLCFKGELPLRAVHINLEEKEKQIRSFLIEGPLINTIRVVCA.... Result: 0 (no interaction). (8) The miRNA is hsa-miR-6839-5p with sequence UCUGGAUUGAAGAGACGACCCA. The protein sequence of the target gene is MRGANAWAPLCLLLAAATQLSRQQSPERPVFTCGGILTGESGFIGSEGFPGVYPPNSKCTWKITVPEGKVVVLNFRFIDLESDNLCRYDFVDVYNGHANGQRIGRFCGTFRPGALVSSGNKMMVQMISDANTAGNGFMAMFSAAEPNERGDQYCGGLLDRPSGSFKTPNWPDRDYPAGVTCVWHIVAPKNQLIELKFEKFDVERDNYCRYDYVAVFNGGEVNDARRIGKYCGDSPPAPIVSERNELLIQFLSDLSLTADGFIGHYIFRPKKLPTTTEQPVTTTFPVTTGLKPTVALCQQK.... Result: 0 (no interaction). (9) The protein sequence of the target gene is MTEVQAMVEFSVELNKFYNVDLFQRGFYQIRASMKIPARIPHRVEASLLHATGMTLAFPASVHDALVCSKTFQILYKNEEVVLNDVMIFKVKMLLDERKIEETLEEISFLLSLGLHFTDGDYSADDLNALQLISSRTLKLHYSICRGLHHHANVMFDYFHLSVVSVTVHASLVALHQPLISFPRPVKTTWLNRNAPAQSKDSAIPTLESVVFGINYTKQLSPDGCSFLIAESFLHHAYHFHYTLCATLLLAFKGLHSYFITVTEEIPSCQKLDLEEMDVEARLTELCEEVKKVENPDELA.... Result: 0 (no interaction). The miRNA is hsa-miR-143-3p with sequence UGAGAUGAAGCACUGUAGCUC. (10) The miRNA is rno-miR-20a-5p with sequence UAAAGUGCUUAUAGUGCAGGUAG. The protein sequence of the target gene is MGVQGFQEFLEKRCPGAVVPVDLLKLARTVSRQQQQQHLHRQLPPAALAPGAPRITRGSAPLPPPPLPPAAFGAYSGGAGPSRHHHPAHHFHHHGQAPPGLHPPPPPPLPGARVLVDAGSALPRLYGGYQTDWVCGGQWNAMLGYLSALCQACAYPGGDGLELVVMFPGGLGKDRLAEWGRRCQAERQTAQLIVGHVGNKGTPPPRAWFLPPACLSHCVRLALIRFRVKVFQSLEDHHLEVVAFFRENGFHGLLAHDSEYALYNIPSYYSSHALKLSWNGKNLTTNQFLMQEVAKQLGLK.... Result: 0 (no interaction).